The task is: Predict which catalyst facilitates the given reaction.. This data is from Catalyst prediction with 721,799 reactions and 888 catalyst types from USPTO. (1) Reactant: [Cl:1][C:2]1[CH:7]=[C:6]([F:8])[CH:5]=[CH:4][C:3]=1[CH2:9][CH3:10].Cl[CH:12](Cl)[O:13]C. Product: [Cl:1][C:2]1[C:3]([CH2:9][CH3:10])=[CH:4][C:5]([CH:12]=[O:13])=[C:6]([F:8])[CH:7]=1. The catalyst class is: 388. (2) Reactant: [CH:1](=O)[CH2:2][CH2:3][CH2:4][CH:5]=[CH2:6].[C:8]1([CH3:31])[CH:13]=[CH:12][C:11]([C:14]2[N:15]=[C:16]3[CH2:30][CH2:29][CH2:28][NH:27][C:17]3=[N:18][C:19]=2[C:20]2[CH:25]=[CH:24][C:23]([CH3:26])=[CH:22][CH:21]=2)=[CH:10][CH:9]=1.C(O[BH-](OC(=O)C)OC(=O)C)(=O)C.[Na+]. Product: [CH2:1]([N:27]1[C:17]2=[N:18][C:19]([C:20]3[CH:21]=[CH:22][C:23]([CH3:26])=[CH:24][CH:25]=3)=[C:14]([C:11]3[CH:12]=[CH:13][C:8]([CH3:31])=[CH:9][CH:10]=3)[N:15]=[C:16]2[CH2:30][CH2:29][CH2:28]1)[CH2:2][CH2:3][CH2:4][CH:5]=[CH2:6]. The catalyst class is: 6. (3) Reactant: [OH:1][CH2:2][C@H:3]1[O:8][CH2:7][CH2:6][N:5]([C:9]([O:11][C:12]([CH3:15])([CH3:14])[CH3:13])=[O:10])[CH2:4]1.[H-].[Na+].Cl[C:19]1[C:24]2=[N:25][CH:26]=[CH:27][N:28]=[C:23]2[CH:22]=[C:21]([Cl:29])[N:20]=1. Product: [Cl:29][C:21]1[N:20]=[C:19]([O:1][CH2:2][C@H:3]2[O:8][CH2:7][CH2:6][N:5]([C:9]([O:11][C:12]([CH3:15])([CH3:14])[CH3:13])=[O:10])[CH2:4]2)[C:24]2=[N:25][CH:26]=[CH:27][N:28]=[C:23]2[CH:22]=1. The catalyst class is: 454. (4) Reactant: C1(O[C:8](=[O:21])[NH:9][C:10]2[C:19]3[CH2:18][C@H:17]([OH:20])[CH2:16][CH2:15][C:14]=3[CH:13]=[CH:12][CH:11]=2)C=CC=CC=1.[F:22][C:23]1([F:34])[O:27][C:26]2[CH:28]=[CH:29][C:30]([CH2:32][NH2:33])=[CH:31][C:25]=2[O:24]1. Product: [F:34][C:23]1([F:22])[O:27][C:26]2[CH:28]=[CH:29][C:30]([CH2:32][NH:33][C:8]([NH:9][C:10]3[C:19]4[CH2:18][C@H:17]([OH:20])[CH2:16][CH2:15][C:14]=4[CH:13]=[CH:12][CH:11]=3)=[O:21])=[CH:31][C:25]=2[O:24]1. The catalyst class is: 16. (5) Reactant: CN([C:4]([O:8][N:9]1N=NC2C=CC=N[C:10]1=2)=[N+](C)C)C.F[P-](F)(F)(F)(F)F.[F:25][C:26]1([F:35])[CH2:31][CH2:30][CH:29]([C:32](O)=[O:33])[CH2:28][CH2:27]1.C(N(C(C)C)CC)(C)C.Cl.CONC. Product: [CH3:4][O:8][N:9]([CH3:10])[C:32]([CH:29]1[CH2:30][CH2:31][C:26]([F:35])([F:25])[CH2:27][CH2:28]1)=[O:33]. The catalyst class is: 3. (6) Product: [N:29]1([C:25]2[CH:24]=[C:23]([NH:22][C:20]([C:19]3[CH:35]=[C:36]([C:2]4[CH:7]=[CH:6][C:5]([C:8]5[N:12]=[C:11]([CH3:13])[O:10][N:9]=5)=[CH:4][C:3]=4[CH3:14])[C:16]([CH3:15])=[CH:17][CH:18]=3)=[O:21])[CH:28]=[CH:27][CH:26]=2)[CH2:30][CH2:31][O:32][CH2:33][CH2:34]1. Reactant: Br[C:2]1[CH:7]=[CH:6][C:5]([C:8]2[N:12]=[C:11]([CH3:13])[O:10][N:9]=2)=[CH:4][C:3]=1[CH3:14].[CH3:15][C:16]1[CH:36]=[CH:35][C:19]([C:20]([NH:22][C:23]2[CH:28]=[CH:27][CH:26]=[C:25]([N:29]3[CH2:34][CH2:33][O:32][CH2:31][CH2:30]3)[CH:24]=2)=[O:21])=[CH:18][C:17]=1B1OC(C)(C)C(C)(C)O1. The catalyst class is: 41. (7) Reactant: [I:1][C:2]1[CH:7]=[CH:6][N:5]=[C:4]([C:8]([CH3:13])([CH3:12])[C:9]([OH:11])=O)[CH:3]=1.F[B-](F)(F)F.N1(OC(=[N+](C)C)N(C)C)C2C=CC=CC=2N=N1.C(N(C(C)C)CC)(C)C.[N:45]1([C:51]([O:53][C:54]([CH3:57])([CH3:56])[CH3:55])=[O:52])[CH2:50][CH2:49][NH:48][CH2:47][CH2:46]1. Product: [I:1][C:2]1[CH:7]=[CH:6][N:5]=[C:4]([C:8]([CH3:13])([CH3:12])[C:9]([N:48]2[CH2:47][CH2:46][N:45]([C:51]([O:53][C:54]([CH3:57])([CH3:56])[CH3:55])=[O:52])[CH2:50][CH2:49]2)=[O:11])[CH:3]=1. The catalyst class is: 120.